From a dataset of Full USPTO retrosynthesis dataset with 1.9M reactions from patents (1976-2016). Predict the reactants needed to synthesize the given product. (1) The reactants are: C(N(CC)CC)C.[C:8]([C:12]1[CH:16]=[C:15]([NH:17][C:18](=[O:26])OC2C=CC=CC=2)[N:14]([CH3:27])[N:13]=1)([CH3:11])([CH3:10])[CH3:9].[NH2:28][C:29]1[C:38]2[C:33](=[CH:34][CH:35]=[CH:36][CH:37]=2)[C:32]([O:39][C:40]2[CH:45]=[CH:44][N:43]=[C:42]([NH:46][C:47]3[CH:52]=[C:51]([O:53][CH3:54])[CH:50]=[C:49]([S:55]([CH:58]4[CH2:60][CH2:59]4)(=[O:57])=[O:56])[CH:48]=3)[N:41]=2)=[CH:31][CH:30]=1. Given the product [C:8]([C:12]1[CH:16]=[C:15]([NH:17][C:18]([NH:28][C:29]2[C:38]3[C:33](=[CH:34][CH:35]=[CH:36][CH:37]=3)[C:32]([O:39][C:40]3[CH:45]=[CH:44][N:43]=[C:42]([NH:46][C:47]4[CH:52]=[C:51]([O:53][CH3:54])[CH:50]=[C:49]([S:55]([CH:58]5[CH2:59][CH2:60]5)(=[O:56])=[O:57])[CH:48]=4)[N:41]=3)=[CH:31][CH:30]=2)=[O:26])[N:14]([CH3:27])[N:13]=1)([CH3:9])([CH3:10])[CH3:11], predict the reactants needed to synthesize it. (2) Given the product [CH3:1][O:2][C:3](=[O:28])[CH:4]([N:17]1[C:18](=[O:27])[C:19]2[C:24](=[CH:23][CH:22]=[CH:21][CH:20]=2)[C:25]1=[O:26])[CH2:5][N:6]([CH2:7][CH2:8][NH:9][C:10]([O:12][C:13]([CH3:16])([CH3:14])[CH3:15])=[O:11])[C:37]([O:39][CH2:40][CH3:41])=[O:38], predict the reactants needed to synthesize it. The reactants are: [CH3:1][O:2][C:3](=[O:28])[CH:4]([N:17]1[C:25](=[O:26])[C:24]2[C:19](=[CH:20][CH:21]=[CH:22][CH:23]=2)[C:18]1=[O:27])[CH2:5][NH:6][CH2:7][CH2:8][NH:9][C:10]([O:12][C:13]([CH3:16])([CH3:15])[CH3:14])=[O:11].C(N(CC)CC)C.Cl[C:37]([O:39][CH2:40][CH3:41])=[O:38].[Cl-].[NH4+].